Dataset: Peptide-MHC class I binding affinity with 185,985 pairs from IEDB/IMGT. Task: Regression. Given a peptide amino acid sequence and an MHC pseudo amino acid sequence, predict their binding affinity value. This is MHC class I binding data. (1) The peptide sequence is CPTLKKGFL. The MHC is HLA-B18:01 with pseudo-sequence HLA-B18:01. The binding affinity (normalized) is 0.0847. (2) The peptide sequence is TPNNFSSIV. The MHC is HLA-B54:01 with pseudo-sequence HLA-B54:01. The binding affinity (normalized) is 0.444. (3) The MHC is HLA-A03:01 with pseudo-sequence HLA-A03:01. The binding affinity (normalized) is 0.0847. The peptide sequence is RSLGLRAEK. (4) The peptide sequence is VFSAVGNICY. The MHC is HLA-A29:02 with pseudo-sequence HLA-A29:02. The binding affinity (normalized) is 0.691. (5) The MHC is HLA-B45:01 with pseudo-sequence HLA-B45:01. The binding affinity (normalized) is 0. The peptide sequence is EAVRHFPRI. (6) The MHC is Mamu-B03 with pseudo-sequence Mamu-B03. The peptide sequence is KQGPKEPF. The binding affinity (normalized) is 0.383. (7) The peptide sequence is AVMLVHTYY. The MHC is HLA-B27:05 with pseudo-sequence HLA-B27:05. The binding affinity (normalized) is 0.0847.